From a dataset of Catalyst prediction with 721,799 reactions and 888 catalyst types from USPTO. Predict which catalyst facilitates the given reaction. Reactant: N1(C([O-])=O)CCCCC1.F[C:11]1[CH:16]=[CH:15][C:14]([C:17]2([CH2:30][OH:31])[CH2:22][CH2:21][N:20]([C:23]([O:25][C:26]([CH3:29])([CH3:28])[CH3:27])=[O:24])[CH2:19][CH2:18]2)=[CH:13][CH:12]=1.Br[CH2:33][C:34]1[CH:35]=[C:36]([C:51]([F:54])([F:53])[F:52])[CH:37]=[C:38]2[C:42]=1[N:41](COCC[Si](C)(C)C)[N:40]=[CH:39]2.[H-].[Na+]. Product: [C:14]1([C:17]2([CH2:30][O:31][CH2:33][C:34]3[CH:35]=[C:36]([C:51]([F:54])([F:52])[F:53])[CH:37]=[C:38]4[C:42]=3[NH:41][N:40]=[CH:39]4)[CH2:18][CH2:19][N:20]([C:23]([O:25][C:26]([CH3:27])([CH3:28])[CH3:29])=[O:24])[CH2:21][CH2:22]2)[CH:15]=[CH:16][CH:11]=[CH:12][CH:13]=1. The catalyst class is: 9.